Dataset: Reaction yield outcomes from USPTO patents with 853,638 reactions. Task: Predict the reaction yield, written as a fraction of the theoretical maximum amount of product (1.0 means a 100% yield; for example, 0.34 means a 34% yield). The reactants are [Li]CCCC.CCCCC.[F:11][C:12]1[CH:19]=[CH:18][CH:17]=[C:16]([C:20]([F:23])([F:22])[F:21])[C:13]=1[C:14]#[N:15].[I:24]I.[O-]S([O-])(=S)=O.[Na+].[Na+]. The catalyst is C1COCC1.O. The product is [F:11][C:12]1[C:19]([I:24])=[CH:18][CH:17]=[C:16]([C:20]([F:21])([F:22])[F:23])[C:13]=1[C:14]#[N:15]. The yield is 0.177.